This data is from Retrosynthesis with 50K atom-mapped reactions and 10 reaction types from USPTO. The task is: Predict the reactants needed to synthesize the given product. (1) Given the product O=C(O)Cc1nn(C(c2ccccn2)c2ncno2)c(=O)c2ccccc12, predict the reactants needed to synthesize it. The reactants are: CCOC(=O)Cc1nn(C(c2ccccn2)c2ncno2)c(=O)c2ccccc12. (2) Given the product O=C(Cc1ccc(Cl)cc1)N1CC[C@H](N(Cc2ccnc3ccccc23)C(=O)C(F)(F)F)C[C@H]1Cc1ccccc1, predict the reactants needed to synthesize it. The reactants are: O=C(N(Cc1ccnc2ccccc12)[C@H]1CCN[C@H](Cc2ccccc2)C1)C(F)(F)F.O=C(O)Cc1ccc(Cl)cc1. (3) Given the product Cc1nn(C)c(C)c1S(=O)(=O)N1CCC(Cc2ccc(Cl)c(Cl)c2)CC1, predict the reactants needed to synthesize it. The reactants are: Cc1nn(C)c(C)c1S(=O)(=O)Cl.Clc1ccc(CC2CCNCC2)cc1Cl. (4) Given the product Cc1ccc(CNc2nc(N)nc(C3=CCCO3)c2C#N)cc1C, predict the reactants needed to synthesize it. The reactants are: Cc1ccc(CN)cc1C.N#Cc1c(OS(=O)(=O)C(F)(F)F)nc(N)nc1C1=CCCO1. (5) Given the product N#Cc1cc(Oc2ccc(N)cc2)ccn1, predict the reactants needed to synthesize it. The reactants are: N#Cc1cc(Cl)ccn1.Nc1ccc(O)cc1.